From a dataset of Full USPTO retrosynthesis dataset with 1.9M reactions from patents (1976-2016). Predict the reactants needed to synthesize the given product. (1) Given the product [F:16][C:2]1([F:1])[CH2:7][CH2:6][N:5]([C:8]2[N:13]=[CH:12][N:11]=[C:10]([CH2:14][NH:15][C:32](=[O:33])[CH2:31][N:27]([CH:28]([CH3:29])[CH3:30])[S:24]([C:21]3[CH:22]=[CH:23][C:18]([F:17])=[CH:19][CH:20]=3)(=[O:25])=[O:26])[CH:9]=2)[CH2:4][CH2:3]1, predict the reactants needed to synthesize it. The reactants are: [F:1][C:2]1([F:16])[CH2:7][CH2:6][N:5]([C:8]2[N:13]=[CH:12][N:11]=[C:10]([CH2:14][NH2:15])[CH:9]=2)[CH2:4][CH2:3]1.[F:17][C:18]1[CH:23]=[CH:22][C:21]([S:24]([N:27]([CH2:31][C:32](O)=[O:33])[CH:28]([CH3:30])[CH3:29])(=[O:26])=[O:25])=[CH:20][CH:19]=1.CN(C(ON1N=NC2C=CC=NC1=2)=[N+](C)C)C.F[P-](F)(F)(F)(F)F.CCN(C(C)C)C(C)C. (2) Given the product [F:23][CH2:22][CH2:21][O:18][C:15]1[CH:16]=[CH:17][C:12]([C:10]2[N:11]=[C:5]3[CH:4]=[C:3]([N:2]([CH3:19])[CH3:1])[CH:8]=[CH:7][N:6]3[CH:9]=2)=[CH:13][CH:14]=1, predict the reactants needed to synthesize it. The reactants are: [CH3:1][N:2]([CH3:19])[C:3]1[CH:8]=[CH:7][N:6]2[CH:9]=[C:10]([C:12]3[CH:17]=[CH:16][C:15]([OH:18])=[CH:14][CH:13]=3)[N:11]=[C:5]2[CH:4]=1.Br[CH2:21][CH2:22][F:23].C(=O)([O-])[O-].[Cs+].[Cs+]. (3) Given the product [Cl:26][C:23]1[CH:24]=[CH:25][C:20]([C:18]([NH:17][CH:13]([CH2:12][C:7]2[C:5]3[C:4](=[CH:3][CH:2]=[CH:1][CH:6]=3)[NH:11][C:9](=[O:10])[CH:8]=2)[C:14]([O:16][CH2:30][C:29]2[CH:32]=[C:33]([F:36])[CH:34]=[CH:35][C:28]=2[F:27])=[O:15])=[O:19])=[CH:21][CH:22]=1, predict the reactants needed to synthesize it. The reactants are: [CH:1]1[CH:2]=[CH:3][C:4]2[NH:11][C:9](=[O:10])[CH:8]=[C:7]([CH2:12][CH:13]([NH:17][C:18]([C:20]3[CH:21]=[CH:22][C:23]([Cl:26])=[CH:24][CH:25]=3)=[O:19])[C:14]([OH:16])=[O:15])[C:5]=2[CH:6]=1.[F:27][C:28]1[CH:35]=[CH:34][C:33]([F:36])=[CH:32][C:29]=1[CH2:30]Br. (4) Given the product [CH:1]([O:4][C:5]([C:7]1[C:13]2[N:14]([CH3:22])[C:15]([C:17]([O:19][CH2:20][CH3:21])=[O:18])=[CH:16][C:12]=2[C:11]([CH3:24])([CH3:23])[CH2:10][N:9]([C:29](=[O:30])[C:28]2[CH:32]=[CH:33][C:34]([F:35])=[C:26]([F:25])[CH:27]=2)[CH:8]=1)=[O:6])([CH3:2])[CH3:3], predict the reactants needed to synthesize it. The reactants are: [CH:1]([O:4][C:5]([C:7]1[C:13]2[N:14]([CH3:22])[C:15]([C:17]([O:19][CH2:20][CH3:21])=[O:18])=[CH:16][C:12]=2[C:11]([CH3:24])([CH3:23])[CH2:10][NH:9][CH:8]=1)=[O:6])([CH3:3])[CH3:2].[F:25][C:26]1[CH:27]=[C:28]([CH:32]=[CH:33][C:34]=1[F:35])[C:29](Cl)=[O:30]. (5) The reactants are: CO[C:3](=[O:12])[C:4]1[CH:9]=[C:8](Br)[C:7](Cl)=[N:6][CH:5]=1.[CH3:13][NH:14][CH2:15][CH2:16][CH3:17].[Cl:18][C:19]1[CH:24]=[CH:23][C:22](B(O)O)=[CH:21][CH:20]=1.Cl.[NH2:29][C@@H:30]1[CH2:35][CH2:34][CH2:33][CH2:32][C@H:31]1[OH:36]. Given the product [Cl:18][C:19]1[CH:24]=[CH:23][C:22]([C:8]2[C:7]([N:14]([CH3:13])[CH2:15][CH2:16][CH3:17])=[N:6][CH:5]=[C:4]([CH:9]=2)[C:3]([NH:29][C@@H:30]2[CH2:35][CH2:34][CH2:33][CH2:32][C@H:31]2[OH:36])=[O:12])=[CH:21][CH:20]=1, predict the reactants needed to synthesize it. (6) Given the product [CH3:11][N:12]1[CH2:17][CH2:16][C:15]2[N:1]=[C:2]3[CH:9]=[C:8]([NH2:10])[CH:7]=[CH:6][C:3]3=[CH:4][C:14]=2[CH2:13]1, predict the reactants needed to synthesize it. The reactants are: [NH2:1][C:2]1[CH:9]=[C:8]([NH2:10])[CH:7]=[CH:6][C:3]=1[CH:4]=O.[CH3:11][N:12]1[CH2:17][CH2:16][C:15](=O)[CH2:14][CH2:13]1.[OH-].[Na+].